From a dataset of Reaction yield outcomes from USPTO patents with 853,638 reactions. Predict the reaction yield, written as a fraction of the theoretical maximum amount of product (1.0 means a 100% yield; for example, 0.34 means a 34% yield). The reactants are [Br:1][C:2]1[CH:6]=[C:5]([C:7](O)=[O:8])[N:4]([C:10]2[C:15]([Cl:16])=[CH:14][C:13]([Cl:17])=[CH:12][N:11]=2)[N:3]=1.C(Cl)(=O)C([Cl:21])=O. The catalyst is CN(C)C=O.ClCCl. The product is [Br:1][C:2]1[CH:6]=[C:5]([C:7]([Cl:21])=[O:8])[N:4]([C:10]2[C:15]([Cl:16])=[CH:14][C:13]([Cl:17])=[CH:12][N:11]=2)[N:3]=1. The yield is 1.00.